This data is from NCI-60 drug combinations with 297,098 pairs across 59 cell lines. The task is: Regression. Given two drug SMILES strings and cell line genomic features, predict the synergy score measuring deviation from expected non-interaction effect. (1) Drug 1: C1C(C(OC1N2C=NC3=C(N=C(N=C32)Cl)N)CO)O. Drug 2: CCN(CC)CCCC(C)NC1=C2C=C(C=CC2=NC3=C1C=CC(=C3)Cl)OC. Cell line: HT29. Synergy scores: CSS=33.0, Synergy_ZIP=0.467, Synergy_Bliss=-0.912, Synergy_Loewe=-18.3, Synergy_HSA=1.03. (2) Drug 2: CC(C)(C#N)C1=CC(=CC(=C1)CN2C=NC=N2)C(C)(C)C#N. Synergy scores: CSS=1.01, Synergy_ZIP=0.352, Synergy_Bliss=-0.103, Synergy_Loewe=-3.43, Synergy_HSA=-2.87. Drug 1: CN1C2=C(C=C(C=C2)N(CCCl)CCCl)N=C1CCCC(=O)O.Cl. Cell line: SK-MEL-28. (3) Drug 1: C1CC(=O)NC(=O)C1N2C(=O)C3=CC=CC=C3C2=O. Drug 2: C1C(C(OC1N2C=NC3=C2NC=NCC3O)CO)O. Cell line: SNB-75. Synergy scores: CSS=4.91, Synergy_ZIP=-1.87, Synergy_Bliss=-1.17, Synergy_Loewe=2.33, Synergy_HSA=0.382. (4) Drug 1: C1=NC2=C(N1)C(=S)N=C(N2)N. Drug 2: CS(=O)(=O)CCNCC1=CC=C(O1)C2=CC3=C(C=C2)N=CN=C3NC4=CC(=C(C=C4)OCC5=CC(=CC=C5)F)Cl. Cell line: HL-60(TB). Synergy scores: CSS=39.6, Synergy_ZIP=2.64, Synergy_Bliss=3.05, Synergy_Loewe=-12.1, Synergy_HSA=-2.13. (5) Drug 1: COC1=NC(=NC2=C1N=CN2C3C(C(C(O3)CO)O)O)N. Drug 2: C1=NC(=NC(=O)N1C2C(C(C(O2)CO)O)O)N. Cell line: SF-268. Synergy scores: CSS=10.9, Synergy_ZIP=2.25, Synergy_Bliss=1.44, Synergy_Loewe=-30.7, Synergy_HSA=-4.16. (6) Drug 1: C1=NC2=C(N=C(N=C2N1C3C(C(C(O3)CO)O)O)F)N. Drug 2: CC1=C(C(CCC1)(C)C)C=CC(=CC=CC(=CC(=O)O)C)C. Cell line: EKVX. Synergy scores: CSS=8.85, Synergy_ZIP=-6.18, Synergy_Bliss=-6.43, Synergy_Loewe=-2.23, Synergy_HSA=-0.649.